This data is from Forward reaction prediction with 1.9M reactions from USPTO patents (1976-2016). The task is: Predict the product of the given reaction. Given the reactants [Cl:1][C:2]1[C:3]([O:29][C:30]2[CH:35]=[CH:34][C:33]([C:36]3[CH:41]=[CH:40][C:39]([C:42]([F:45])([F:44])[F:43])=[CH:38][CH:37]=3)=[CH:32][C:31]=2[C:46]2[CH:51]=[CH:50][N:49]=[N:48][CH:47]=2)=[CH:4][C:5]([F:28])=[C:6]([S:8]([N:11](CC2C=CC(OC)=CC=2OC)[C:12]2[S:13][CH:14]=[N:15][N:16]=2)(=[O:10])=[O:9])[CH:7]=1, predict the reaction product. The product is: [Cl:1][C:2]1[C:3]([O:29][C:30]2[CH:35]=[CH:34][C:33]([C:36]3[CH:41]=[CH:40][C:39]([C:42]([F:43])([F:44])[F:45])=[CH:38][CH:37]=3)=[CH:32][C:31]=2[C:46]2[CH:51]=[CH:50][N:49]=[N:48][CH:47]=2)=[CH:4][C:5]([F:28])=[C:6]([S:8]([NH:11][C:12]2[S:13][CH:14]=[N:15][N:16]=2)(=[O:10])=[O:9])[CH:7]=1.